Dataset: Forward reaction prediction with 1.9M reactions from USPTO patents (1976-2016). Task: Predict the product of the given reaction. (1) Given the reactants [C:1]([O:5][C:6]([N:8]1[C:16]2[C:11](=[CH:12][C:13]([CH2:17][OH:18])=[CH:14][CH:15]=2)[CH:10]=[C:9]1[C:19]1[C:20]2[S:33][CH:32]=[CH:31][C:21]=2[N:22]([C:24]([O:26][C:27]([CH3:30])([CH3:29])[CH3:28])=[O:25])[N:23]=1)=[O:7])([CH3:4])([CH3:3])[CH3:2].CC(OI1(OC(C)=O)(OC(C)=O)OC(=O)C2C=CC=CC1=2)=O.O.C(OCC)(=O)C, predict the reaction product. The product is: [C:1]([O:5][C:6]([N:8]1[C:16]2[C:11](=[CH:12][C:13]([CH:17]=[O:18])=[CH:14][CH:15]=2)[CH:10]=[C:9]1[C:19]1[C:20]2[S:33][CH:32]=[CH:31][C:21]=2[N:22]([C:24]([O:26][C:27]([CH3:30])([CH3:29])[CH3:28])=[O:25])[N:23]=1)=[O:7])([CH3:4])([CH3:2])[CH3:3]. (2) Given the reactants [F:1][C:2]1[CH:3]=[C:4]([CH:15]=[CH:16][CH:17]=1)[CH:5]=[C:6]1[CH2:11][CH2:10][CH2:9][N:8]([C:12](=[O:14])[CH3:13])[CH2:7]1, predict the reaction product. The product is: [F:1][C:2]1[CH:3]=[C:4]([CH:15]=[CH:16][CH:17]=1)[CH2:5][CH:6]1[CH2:11][CH2:10][CH2:9][N:8]([C:12](=[O:14])[CH3:13])[CH2:7]1. (3) Given the reactants [Si:1]([O:8][CH2:9][CH2:10][O:11][C:12]1[CH:18]=[CH:17][C:15]([NH2:16])=[CH:14][CH:13]=1)([C:4]([CH3:7])([CH3:6])[CH3:5])([CH3:3])[CH3:2].Cl[C:20]1[N:25]=[C:24]([NH:26][C:27]2[CH:28]=[C:29]([NH:33][C:34](=[O:37])[CH:35]=[CH2:36])[CH:30]=[CH:31][CH:32]=2)[C:23]([F:38])=[CH:22][N:21]=1.C(Cl)(Cl)Cl.CO, predict the reaction product. The product is: [Si:1]([O:8][CH2:9][CH2:10][O:11][C:12]1[CH:18]=[CH:17][C:15]([NH:16][C:20]2[N:25]=[C:24]([NH:26][C:27]3[CH:28]=[C:29]([NH:33][C:34](=[O:37])[CH:35]=[CH2:36])[CH:30]=[CH:31][CH:32]=3)[C:23]([F:38])=[CH:22][N:21]=2)=[CH:14][CH:13]=1)([C:4]([CH3:7])([CH3:6])[CH3:5])([CH3:3])[CH3:2]. (4) Given the reactants [OH:1][C:2]1[CH:10]=[C:9]([O:11][CH3:12])[CH:8]=[CH:7][C:3]=1[C:4]([OH:6])=[O:5].C(=O)([O-])[O-].[K+].[K+].[C:19](Cl)(=[O:23])[C:20]([CH3:22])=[O:21].Cl, predict the reaction product. The product is: [CH3:12][O:11][C:9]1[CH:8]=[CH:7][C:3]([C:4]([OH:6])=[O:5])=[C:2]([O:1][C:19](=[O:23])[C:20](=[O:21])[CH3:22])[CH:10]=1. (5) Given the reactants [C:1]([C:4]1[S:5][CH:6]=[CH:7][C:8]=1[NH:9][CH:10]([C:14]1[CH:19]=[CH:18][CH:17]=[CH:16][CH:15]=1)[C:11]([OH:13])=[O:12])(=[O:3])[NH2:2].[N:20]12[CH2:27][CH2:26][CH:23]([CH2:24][CH2:25]1)[C@@H:22](O)[CH2:21]2.C1CCC(N=C=NC2CCCCC2)CC1.C1C=CC2N(O)N=NC=2C=1, predict the reaction product. The product is: [C:1]([C:4]1[S:5][CH:6]=[CH:7][C:8]=1[NH:9][CH:10]([C:14]1[CH:19]=[CH:18][CH:17]=[CH:16][CH:15]=1)[C:11]([O:13][C@@H:22]1[CH:23]2[CH2:26][CH2:27][N:20]([CH2:25][CH2:24]2)[CH2:21]1)=[O:12])(=[O:3])[NH2:2]. (6) Given the reactants [Cl:1][C:2]1[CH:7]=[CH:6][C:5]([C:8]2([OH:27])[C:16]3[C:11](=[CH:12][CH:13]=[CH:14][CH:15]=3)[C:10](=[O:17])[N:9]2[CH:18]([C:20]2[CH:25]=[CH:24][C:23]([Cl:26])=[CH:22][CH:21]=2)[CH3:19])=[CH:4][CH:3]=1.[CH2:28](O)[CH2:29][CH2:30][CH2:31][OH:32], predict the reaction product. The product is: [Cl:1][C:2]1[CH:7]=[CH:6][C:5]([C:8]2([O:27][CH2:28][CH2:29][CH2:30][CH2:31][OH:32])[C:16]3[C:11](=[CH:12][CH:13]=[CH:14][CH:15]=3)[C:10](=[O:17])[N:9]2[CH:18]([C:20]2[CH:21]=[CH:22][C:23]([Cl:26])=[CH:24][CH:25]=2)[CH3:19])=[CH:4][CH:3]=1. (7) Given the reactants [F:1][C@@H:2]1[CH2:7][CH2:6][NH:5][CH2:4][C@H:3]1[NH:8][P:9](=[O:16])([O:13][CH2:14][CH3:15])[O:10][CH2:11][CH3:12].[CH:17](=O)[C:18]1[CH:23]=[CH:22][CH:21]=[CH:20][CH:19]=1.C(O)(=O)C.[BH3-]C#N.[Na+], predict the reaction product. The product is: [CH2:17]([N:5]1[CH2:6][CH2:7][C@@H:2]([F:1])[C@H:3]([NH:8][P:9](=[O:16])([O:13][CH2:14][CH3:15])[O:10][CH2:11][CH3:12])[CH2:4]1)[C:18]1[CH:23]=[CH:22][CH:21]=[CH:20][CH:19]=1. (8) Given the reactants C1(P(C2C=CC=CC=2)C2C=CC=CC=2)C=CC=CC=1.CCN(C(C)C)C(C)C.[C:29]([O:32][C:33]([CH3:68])([CH3:67])[C:34]([NH:36][NH:37][C:38]([C:40]1[CH:41]=[C:42]([C:46]2[CH:47]=[N:48][C:49]([NH:61][C:62]([NH:64][CH2:65][CH3:66])=[O:63])=[CH:50][C:51]=2[C:52]2[S:53][CH:54]=[C:55]([C:57]([F:60])([F:59])[F:58])[N:56]=2)[CH:43]=[N:44][CH:45]=1)=O)=[O:35])(=[O:31])[CH3:30].C(Cl)(Cl)(Cl)Cl, predict the reaction product. The product is: [C:29]([O:32][C:33]([C:34]1[O:35][C:38]([C:40]2[CH:41]=[C:42]([C:46]3[CH:47]=[N:48][C:49]([NH:61][C:62]([NH:64][CH2:65][CH3:66])=[O:63])=[CH:50][C:51]=3[C:52]3[S:53][CH:54]=[C:55]([C:57]([F:59])([F:58])[F:60])[N:56]=3)[CH:43]=[N:44][CH:45]=2)=[N:37][N:36]=1)([CH3:67])[CH3:68])(=[O:31])[CH3:30].